Dataset: Forward reaction prediction with 1.9M reactions from USPTO patents (1976-2016). Task: Predict the product of the given reaction. (1) Given the reactants C([N:8]([CH2:30][C@H:31]([OH:41])[C:32]1[CH:37]=[CH:36][C:35]([OH:38])=[C:34]([CH2:39][OH:40])[CH:33]=1)[CH2:9][CH2:10][CH2:11][CH2:12][CH2:13][CH2:14][O:15][CH2:16][CH2:17][CH2:18][CH2:19][C:20]1[CH:21]=[C:22]([S:26]([NH2:29])(=[O:28])=[O:27])[CH:23]=[CH:24][CH:25]=1)C1C=CC=CC=1, predict the reaction product. The product is: [OH:41][C@H:31]([C:32]1[CH:37]=[CH:36][C:35]([OH:38])=[C:34]([CH2:39][OH:40])[CH:33]=1)[CH2:30][NH:8][CH2:9][CH2:10][CH2:11][CH2:12][CH2:13][CH2:14][O:15][CH2:16][CH2:17][CH2:18][CH2:19][C:20]1[CH:21]=[C:22]([S:26]([NH2:29])(=[O:28])=[O:27])[CH:23]=[CH:24][CH:25]=1. (2) Given the reactants [H-].[Al+3].[Li+].[H-].[H-].[H-].C[O:8][C:9](=O)[C:10]1[CH:15]=[C:14]([Br:16])[CH:13]=[CH:12][C:11]=1[NH2:17].O.[OH-].[Na+], predict the reaction product. The product is: [NH2:17][C:11]1[CH:12]=[CH:13][C:14]([Br:16])=[CH:15][C:10]=1[CH2:9][OH:8]. (3) The product is: [N:19]1[S:9][N:12]=[C:13]2[CH:14]=[C:15]([C:20](=[O:23])[CH2:21][CH3:22])[CH:16]=[CH:17][C:18]=12. Given the reactants NC1C=CC=CC=1.O=[S:9](Cl)Cl.[NH2:12][C:13]1[CH:14]=[C:15]([C:20](=[O:23])[CH2:21][CH3:22])[CH:16]=[CH:17][C:18]=1[NH2:19], predict the reaction product. (4) Given the reactants CC(OI1(OC(C)=O)(OC(C)=O)OC(=O)C2C1=CC=CC=2)=O.[CH:23]1([C@H:27]([NH:29][C:30]2[N:38]=[C:37]([CH2:39][OH:40])[N:36]=[C:35]3[C:31]=2[N:32]([CH2:50][C:51]2[CH:56]=[CH:55][C:54]([C:57]([F:60])([F:59])[F:58])=[CH:53][CH:52]=2)[C:33]([C:41]2[CH:46]=[C:45]([CH:47]([CH3:49])[CH3:48])[CH:44]=[CH:43][N:42]=2)=[N:34]3)[CH3:28])[CH2:26][CH2:25][CH2:24]1, predict the reaction product. The product is: [CH:23]1([C@H:27]([NH:29][C:30]2[N:38]=[C:37]([CH:39]=[O:40])[N:36]=[C:35]3[C:31]=2[N:32]([CH2:50][C:51]2[CH:52]=[CH:53][C:54]([C:57]([F:59])([F:58])[F:60])=[CH:55][CH:56]=2)[C:33]([C:41]2[CH:46]=[C:45]([CH:47]([CH3:49])[CH3:48])[CH:44]=[CH:43][N:42]=2)=[N:34]3)[CH3:28])[CH2:24][CH2:25][CH2:26]1. (5) Given the reactants [F:1][C:2]([F:9])([F:8])[C:3]([O:5]CC)=O.C(N(CC)CC)C.[OH:17][CH:18]1[CH2:23][CH2:22][CH2:21][NH:20][CH2:19]1, predict the reaction product. The product is: [F:9][C:2]([F:1])([F:8])[C:3]([N:20]1[CH2:21][CH2:22][CH2:23][CH:18]([OH:17])[CH2:19]1)=[O:5]. (6) Given the reactants [Cl:1][C:2]1[CH:7]=[CH:6][C:5]([N+:8]([O-:10])=[O:9])=[CH:4][C:3]=1[N:11]1[C:15](=[O:16])[NH:14][N:13]=[N:12]1.[CH3:17]N(C=O)C.C([O-])([O-])=O.[K+].[K+].IC, predict the reaction product. The product is: [Cl:1][C:2]1[CH:7]=[CH:6][C:5]([N+:8]([O-:10])=[O:9])=[CH:4][C:3]=1[N:11]1[C:15](=[O:16])[N:14]([CH3:17])[N:13]=[N:12]1. (7) Given the reactants Cl.C1N2C(=O)N3C4N5C(=O)N(CN6C(N7CN8C(N9CN%10C(N%11CN%12C(N%13CN%14C(N(C5)C5N(C3)C(=O)N(C5%14)CN3C(=O)N(C%12C3%13)CN3C(=O)N(C%10C3%11)CN3C(=O)N(C8C39)CN3C(=O)[N:3]1[CH:4]6[CH:5]37)=O)=O)=O)=O)=O)C42.CS([Cl:78])(=O)=O.[N-:79]=[N+]=[N-].[Na+].[CH:96]1[CH:101]=[CH:100][C:99](P([C:96]2[CH:101]=[CH:100][CH:99]=[CH:98][CH:97]=2)[C:96]2[CH:101]=[CH:100][CH:99]=[CH:98][CH:97]=2)=[CH:98][CH:97]=1, predict the reaction product. The product is: [ClH:78].[NH2:3][CH2:4][CH2:5][C:96]1[CH:97]=[CH:98][C:99]([NH2:79])=[CH:100][CH:101]=1.